From a dataset of Full USPTO retrosynthesis dataset with 1.9M reactions from patents (1976-2016). Predict the reactants needed to synthesize the given product. The reactants are: [F:1][C:2]1[CH:10]=[C:9]2[C:5]([CH:6]=[N:7][N:8]2COCC[Si](C)(C)C)=[CH:4][C:3]=1[CH:19]([C:21]1[N:25]2[N:26]=[C:27]([C:30]3[CH:31]=[N:32][N:33]([CH3:35])[CH:34]=3)[CH:28]=[CH:29][C:24]2=[N:23][CH:22]=1)O.FC1C(C(C2N3N=C(C4C=NN(C)C=4)C=CC3=NC=2)O)=CC2C(C=1)=NN(COCC[Si](C)(C)C)C=2.II.O[PH2]=O. Given the product [F:1][C:2]1[CH:10]=[C:9]2[C:5]([CH:6]=[N:7][NH:8]2)=[CH:4][C:3]=1[CH2:19][C:21]1[N:25]2[N:26]=[C:27]([C:30]3[CH:31]=[N:32][N:33]([CH3:35])[CH:34]=3)[CH:28]=[CH:29][C:24]2=[N:23][CH:22]=1, predict the reactants needed to synthesize it.